Dataset: Forward reaction prediction with 1.9M reactions from USPTO patents (1976-2016). Task: Predict the product of the given reaction. (1) Given the reactants [NH2:1][CH2:2][CH2:3][CH2:4][CH2:5][CH2:6][CH2:7][OH:8].C([O-])([O-])=O.[K+].[K+].[CH3:15][O:16][C:17](Cl)=[O:18], predict the reaction product. The product is: [CH3:15][O:16][C:17]([NH:1][CH2:2][CH2:3][CH2:4][CH2:5][CH2:6][CH2:7][OH:8])=[O:18]. (2) Given the reactants Cl.[CH3:2][O:3][C:4]([CH3:13])([CH3:12])[C@@H:5]([C:7]([N:9]([CH3:11])[CH3:10])=[O:8])[NH2:6].C(N(CC)CC)C.S=[C:22]1[CH2:26][S:25][C:24](=[O:27])[NH:23]1, predict the reaction product. The product is: [CH3:2][O:3][C:4]([CH3:13])([CH3:12])[C@@H:5]([C:7]([N:9]([CH3:10])[CH3:11])=[O:8])[NH:6][C:22]1[CH2:26][S:25][C:24](=[O:27])[N:23]=1. (3) Given the reactants C(O[C:4]([C:6]1[NH:10][C:9]2[C:11]([Br:14])=[CH:12][S:13][C:8]=2[CH:7]=1)=[O:5])C.[CH3:15][N:16]1[CH2:21][CH2:20][NH:19][CH2:18][CH2:17]1, predict the reaction product. The product is: [Br:14][C:11]1[C:9]2[NH:10][C:6]([C:4]([N:19]3[CH2:20][CH2:21][N:16]([CH3:15])[CH2:17][CH2:18]3)=[O:5])=[CH:7][C:8]=2[S:13][CH:12]=1.